From a dataset of Full USPTO retrosynthesis dataset with 1.9M reactions from patents (1976-2016). Predict the reactants needed to synthesize the given product. (1) Given the product [OH:17][C:14]1[CH:15]=[CH:16][C:11]([S:10][C:7]2[CH:8]=[CH:9][C:4]([C:3]([OH:32])=[O:2])=[CH:5][C:6]=2[NH:18][C:19]2[C:20]3[CH:28]=[CH:27][C:26]([CH:29]([CH3:31])[CH3:30])=[N:25][C:21]=3[N:22]=[CH:23][N:24]=2)=[CH:12][CH:13]=1, predict the reactants needed to synthesize it. The reactants are: C[O:2][C:3](=[O:32])[C:4]1[CH:9]=[CH:8][C:7]([S:10][C:11]2[CH:16]=[CH:15][C:14]([OH:17])=[CH:13][CH:12]=2)=[C:6]([NH:18][C:19]2[C:20]3[CH:28]=[CH:27][C:26]([CH:29]([CH3:31])[CH3:30])=[N:25][C:21]=3[N:22]=[CH:23][N:24]=2)[CH:5]=1.[Li+].[OH-]. (2) Given the product [O:37]1[CH:38]=[CH:39][C:35]([C:33]([NH:32][C:29]2[CH:28]=[CH:27][C:26]([CH3:25])=[C:31]([C:2]3[CH:24]=[CH:23][C:5]([C:6]([NH:8][C:9]4[CH:14]=[CH:13][CH:12]=[CH:11][C:10]=4[CH2:15][N:16]4[CH2:21][CH2:20][N:19]([CH3:22])[CH2:18][CH2:17]4)=[O:7])=[CH:4][N:3]=3)[CH:30]=2)=[O:34])=[CH:36]1, predict the reactants needed to synthesize it. The reactants are: Cl[C:2]1[CH:24]=[CH:23][C:5]([C:6]([NH:8][C:9]2[CH:14]=[CH:13][CH:12]=[CH:11][C:10]=2[CH2:15][N:16]2[CH2:21][CH2:20][N:19]([CH3:22])[CH2:18][CH2:17]2)=[O:7])=[CH:4][N:3]=1.[CH3:25][C:26]1[CH:31]=[CH:30][C:29]([NH:32][C:33]([C:35]2[CH:39]=[CH:38][O:37][CH:36]=2)=[O:34])=[CH:28][C:27]=1B1OC(C)(C)C(C)(C)O1. (3) Given the product [I:3][C:4]1[CH:5]=[C:6]2[C:10](=[CH:11][CH:12]=1)[N:9]([CH3:13])[N:8]=[CH:7]2, predict the reactants needed to synthesize it. The reactants are: [H-].[Na+].[I:3][C:4]1[CH:5]=[C:6]2[C:10](=[CH:11][CH:12]=1)[NH:9][N:8]=[CH:7]2.[CH2:13]1COCC1. (4) Given the product [F:1][C:2]1[CH:3]=[C:4]2[C:8](=[CH:9][CH:10]=1)[NH:7][CH:6]([C:11]([O:13][CH3:14])=[O:12])[CH2:5]2, predict the reactants needed to synthesize it. The reactants are: [F:1][C:2]1[CH:3]=[C:4]2[C:8](=[CH:9][CH:10]=1)[NH:7][C:6]([C:11]([O:13][CH2:14]C)=[O:12])=[CH:5]2. (5) Given the product [N:1]1[CH:6]=[CH:5][CH:4]=[CH:3][C:2]=1[C:7]1[C:8]([C:15]2[C:24]3[C:19](=[CH:20][C:21]([O:25][CH2:27][CH2:28][CH2:29][N:30]4[C:34](=[O:35])[C:33]5[C:32](=[CH:39][CH:38]=[CH:37][CH:36]=5)[C:31]4=[O:40])=[CH:22][CH:23]=3)[N:18]=[CH:17][CH:16]=2)=[C:9]2[CH2:14][CH2:13][CH2:12][N:10]2[N:11]=1, predict the reactants needed to synthesize it. The reactants are: [N:1]1[CH:6]=[CH:5][CH:4]=[CH:3][C:2]=1[C:7]1[C:8]([C:15]2[C:24]3[C:19](=[CH:20][C:21]([OH:25])=[CH:22][CH:23]=3)[N:18]=[CH:17][CH:16]=2)=[C:9]2[CH2:14][CH2:13][CH2:12][N:10]2[N:11]=1.Br[CH2:27][CH2:28][CH2:29][N:30]1[C:34](=[O:35])[C:33]2=[CH:36][CH:37]=[CH:38][CH:39]=[C:32]2[C:31]1=[O:40].C(=O)([O-])[O-].[Cs+].[Cs+]. (6) Given the product [CH:15]([O:18][C:19]1[CH:32]=[CH:31][C:22]([CH:23]=[N:24][S@:25]([C:27]([CH3:28])([CH3:30])[CH3:29])=[O:26])=[C:21]([O:33][CH3:34])[CH:20]=1)([CH3:17])[CH3:16], predict the reactants needed to synthesize it. The reactants are: C(OC1C(OC)=C(C=CC=1)C=O)(C)C.[CH:15]([O:18][C:19]1[CH:32]=[CH:31][C:22](/[CH:23]=[N:24]/[S@:25]([C:27]([CH3:30])([CH3:29])[CH3:28])=[O:26])=[C:21]([O:33][CH3:34])[CH:20]=1)([CH3:17])[CH3:16].[BH4-].[Na+]. (7) Given the product [CH3:30][C:27]1[N:26]=[N:25][C:24]([O:23][C:22]2[C:14]3[C@@H:13]4[C@H:18]([CH2:17][CH2:16][C:15]=3[CH:19]=[CH:20][CH:21]=2)[NH:9][CH2:10][CH2:11][CH2:12]4)=[CH:29][CH:28]=1.[ClH:1], predict the reactants needed to synthesize it. The reactants are: [ClH:1].C(OC([N:9]1[C@@H:18]2[C@@H:13]([C:14]3[C:22]([O:23][C:24]4[N:25]=[N:26][C:27]([CH3:30])=[CH:28][CH:29]=4)=[CH:21][CH:20]=[CH:19][C:15]=3[CH2:16][CH2:17]2)[CH2:12][CH2:11][CH2:10]1)=O)(C)(C)C. (8) Given the product [C:69]([O:68][C:66](=[O:67])[CH:60]([NH:59][C:9](=[O:8])[CH2:10][CH2:11][CH:12]([C:13]([O:15][C:16]([CH3:19])([CH3:18])[CH3:17])=[O:14])[NH:20][C:21]([CH:23]1[CH2:24][CH2:25][CH:26]([CH2:29][NH:30][C:31](=[O:57])[CH2:32][CH2:33][CH2:34][CH2:35][CH2:36][CH2:37][CH2:38][CH2:39][CH2:40][CH2:41][CH2:42][CH2:43][CH2:44][CH2:45][CH2:46][CH2:47][CH2:48][CH2:49][C:50]([O:52][C:53]([CH3:54])([CH3:55])[CH3:56])=[O:51])[CH2:27][CH2:28]1)=[O:22])[CH2:61][CH2:62][C:63]([OH:64])=[O:65])([CH3:72])([CH3:71])[CH3:70], predict the reactants needed to synthesize it. The reactants are: O=C1CCC(=O)N1[O:8][C:9](=O)[CH2:10][CH2:11][CH:12]([NH:20][C:21]([CH:23]1[CH2:28][CH2:27][CH:26]([CH2:29][NH:30][C:31](=[O:57])[CH2:32][CH2:33][CH2:34][CH2:35][CH2:36][CH2:37][CH2:38][CH2:39][CH2:40][CH2:41][CH2:42][CH2:43][CH2:44][CH2:45][CH2:46][CH2:47][CH2:48][CH2:49][C:50]([O:52][C:53]([CH3:56])([CH3:55])[CH3:54])=[O:51])[CH2:25][CH2:24]1)=[O:22])[C:13]([O:15][C:16]([CH3:19])([CH3:18])[CH3:17])=[O:14].[NH2:59][C@H:60]([C:66]([O:68][C:69]([CH3:72])([CH3:71])[CH3:70])=[O:67])[CH2:61][CH2:62][C:63](=[O:65])[OH:64]. (9) Given the product [CH3:1][N:2]1[C:8]2[CH:7]=[C:6]([CH:5]=[O:4])[CH:11]=[CH:10][C:9]=2[N:12]=[CH:17]1, predict the reactants needed to synthesize it. The reactants are: [CH3:1][NH2:2].C[O:4][C:5](=O)[C:6]1[CH:11]=[CH:10][C:9]([N+:12]([O-])=O)=[C:8](F)[CH:7]=1.[CH3:17]O.